Dataset: Reaction yield outcomes from USPTO patents with 853,638 reactions. Task: Predict the reaction yield, written as a fraction of the theoretical maximum amount of product (1.0 means a 100% yield; for example, 0.34 means a 34% yield). (1) The reactants are [C:1]1([CH2:7][CH2:8][CH2:9][CH2:10]O)[CH:6]=[CH:5][CH:4]=[CH:3][CH:2]=1.C1(P(C2C=CC=CC=2)C2C=CC=CC=2)C=CC=CC=1.C1C(=O)N([Br:38])C(=O)C1. The catalyst is C(Cl)Cl. The product is [C:1]1([CH2:7][CH2:8][CH2:9][CH2:10][Br:38])[CH:6]=[CH:5][CH:4]=[CH:3][CH:2]=1. The yield is 0.880. (2) The reactants are [CH3:1][C:2]1[CH:7]=[C:6]([C:8]2[CH:13]=[N:12][CH:11]=[C:10]3[N:14]([CH3:17])[N:15]=[CH:16][C:9]=23)[CH:5]=[CH:4][C:3]=1[NH2:18].[N:19]([C:22]1[CH:27]=[CH:26][CH:25]=[C:24]([C:28]([F:31])([F:30])[F:29])[CH:23]=1)=[C:20]=[O:21]. The catalyst is C(Cl)Cl. The product is [CH3:1][C:2]1[CH:7]=[C:6]([C:8]2[CH:13]=[N:12][CH:11]=[C:10]3[N:14]([CH3:17])[N:15]=[CH:16][C:9]=23)[CH:5]=[CH:4][C:3]=1[NH:18][C:20]([NH:19][C:22]1[CH:27]=[CH:26][CH:25]=[C:24]([C:28]([F:29])([F:30])[F:31])[CH:23]=1)=[O:21]. The yield is 0.390. (3) The reactants are [CH:1]([C:4]1[CH:9]=[C:8]([N+:10]([O-])=O)[CH:7]=[C:6]([CH:13]([CH3:15])[CH3:14])[C:5]=1[NH:16][S:17]([C:20]1[CH:25]=[CH:24][C:23]([CH3:26])=[CH:22][CH:21]=1)(=[O:19])=[O:18])([CH3:3])[CH3:2].[OH-].[Na+]. The catalyst is C(O)C.C(OCC)(=O)C. The product is [NH2:10][C:8]1[CH:9]=[C:4]([CH:1]([CH3:3])[CH3:2])[C:5]([NH:16][S:17]([C:20]2[CH:21]=[CH:22][C:23]([CH3:26])=[CH:24][CH:25]=2)(=[O:19])=[O:18])=[C:6]([CH:13]([CH3:15])[CH3:14])[CH:7]=1. The yield is 0.760. (4) The reactants are [O:1]1[C:5]2[CH:6]=[CH:7][CH:8]=[CH:9][C:4]=2[CH:3]=[C:2]1[C:10](Cl)=[O:11].[CH3:13][CH2:14][CH2:15][CH:16]([NH2:20])[CH2:17][CH2:18][CH3:19]. No catalyst specified. The product is [CH2:15]([CH:16]([NH:20][C:10]([C:2]1[O:1][C:5]2[CH:6]=[CH:7][CH:8]=[CH:9][C:4]=2[CH:3]=1)=[O:11])[CH2:17][CH2:18][CH3:19])[CH2:14][CH3:13]. The yield is 0.730. (5) The reactants are Cl.[NH2:2][OH:3].[Na].C[O:6][C:7](=O)[CH2:8][CH2:9][CH2:10][CH2:11][CH2:12][CH2:13][C:14](=[O:26])[NH:15][C:16]12[CH2:25][CH:20]3[CH2:21][CH:22]([CH2:24][CH:18]([CH2:19]3)[CH2:17]1)[CH2:23]2.C(O)(=O)C. The catalyst is CO.O.C1C=CC2C(C3C=CC(O)=CC=3)(C3C=CC(O)=CC=3)OC(=O)C=2C=1. The product is [OH:3][NH:2][C:7](=[O:6])[CH2:8][CH2:9][CH2:10][CH2:11][CH2:12][CH2:13][C:14]([NH:15][C:16]12[CH2:25][CH:20]3[CH2:21][CH:22]([CH2:24][CH:18]([CH2:19]3)[CH2:17]1)[CH2:23]2)=[O:26]. The yield is 0.680. (6) The catalyst is C(O)(=O)C. The reactants are [CH2:1]([O:8][C:9]1[CH:14]=[CH:13][C:12]([C:15](=[O:23])[CH2:16][C:17]2[CH:22]=[CH:21][N:20]=[CH:19][CH:18]=2)=[CH:11][CH:10]=1)[C:2]1[CH:7]=[CH:6][CH:5]=[CH:4][CH:3]=1.[Br:24]Br. The yield is 0.960. The product is [CH2:1]([O:8][C:9]1[CH:14]=[CH:13][C:12]([C:15](=[O:23])[CH:16]([Br:24])[C:17]2[CH:22]=[CH:21][N:20]=[CH:19][CH:18]=2)=[CH:11][CH:10]=1)[C:2]1[CH:3]=[CH:4][CH:5]=[CH:6][CH:7]=1. (7) The reactants are Br[C:2]1[CH:3]=[C:4]([NH:9][C:10](=[O:16])[O:11][C:12]([CH3:15])([CH3:14])[CH3:13])[CH:5]=[CH:6][C:7]=1[CH3:8].[Li]CCCC.[CH3:22][Si:23](Cl)([CH3:25])[CH3:24]. The catalyst is C1COCC1. The product is [CH3:8][C:7]1[CH:6]=[CH:5][C:4]([N:9]([Si:23]([CH3:25])([CH3:24])[CH3:22])[C:10](=[O:16])[O:11][C:12]([CH3:15])([CH3:14])[CH3:13])=[CH:3][C:2]=1[Si:23]([CH3:25])([CH3:24])[CH3:22]. The yield is 0.950. (8) The reactants are [I:1]I.[F:3][C:4]([F:25])([F:24])[C:5]([C:14]1[CH:19]=[CH:18][C:17]([OH:20])=[C:16]([CH2:21][CH2:22][CH3:23])[CH:15]=1)([O:10][CH2:11][O:12][CH3:13])[C:6]([F:9])([F:8])[F:7].S([O-])([O-])(=O)=S.[Na+].[Na+]. The catalyst is N1C=CC=CC=1. The product is [F:3][C:4]([F:24])([F:25])[C:5]([C:14]1[CH:15]=[C:16]([CH2:21][CH2:22][CH3:23])[C:17]([OH:20])=[C:18]([I:1])[CH:19]=1)([O:10][CH2:11][O:12][CH3:13])[C:6]([F:8])([F:7])[F:9]. The yield is 0.850.